From a dataset of TCR-epitope binding with 47,182 pairs between 192 epitopes and 23,139 TCRs. Binary Classification. Given a T-cell receptor sequence (or CDR3 region) and an epitope sequence, predict whether binding occurs between them. (1) The epitope is LPPIVAKEI. The TCR CDR3 sequence is CASSQEGAGYPSYEQYF. Result: 0 (the TCR does not bind to the epitope). (2) The epitope is LPPAYTNSF. The TCR CDR3 sequence is CASSFIQGNTEAFF. Result: 0 (the TCR does not bind to the epitope). (3) Result: 1 (the TCR binds to the epitope). The epitope is GTITSGWTF. The TCR CDR3 sequence is CASSLSRGHNEQFF. (4) The epitope is SFHSLHLLF. The TCR CDR3 sequence is CASSQDRGAVYGYTF. Result: 1 (the TCR binds to the epitope). (5) The epitope is PKYVKQNTLKLAT. The TCR CDR3 sequence is CSADSGTSTDTQYF. Result: 1 (the TCR binds to the epitope). (6) The epitope is GTITSGWTF. The TCR CDR3 sequence is CASRRQETNEKLFF. Result: 0 (the TCR does not bind to the epitope). (7) The epitope is FPRPWLHGL. The TCR CDR3 sequence is CASSLGDRVISGANVLTF. Result: 0 (the TCR does not bind to the epitope). (8) The epitope is RAKFKQLL. The TCR CDR3 sequence is CASSLADVGGPQHF. Result: 1 (the TCR binds to the epitope). (9) The TCR CDR3 sequence is CASSPRGAGLSPDTQYF. Result: 1 (the TCR binds to the epitope). The epitope is RQLLFVVEV.